From a dataset of Forward reaction prediction with 1.9M reactions from USPTO patents (1976-2016). Predict the product of the given reaction. Given the reactants C(N(C(C)C)CC)(C)C.CN(C(ON1N=NC2C=CC=CC1=2)=[N+](C)C)C.F[P-](F)(F)(F)(F)F.[CH3:34][N:35]([CH3:42])[CH:36]1[CH2:41][CH2:40][NH:39][CH2:38][CH2:37]1.[CH2:43]([O:45][C:46](=[O:58])[CH2:47][N:48]1[CH:52]=[CH:51][N:50]=[C:49]1[CH2:53][CH2:54][C:55](O)=[O:56])[CH3:44], predict the reaction product. The product is: [CH3:34][N:35]([CH3:42])[CH:36]1[CH2:41][CH2:40][N:39]([C:55](=[O:56])[CH2:54][CH2:53][C:49]2[N:48]([CH2:47][C:46]([O:45][CH2:43][CH3:44])=[O:58])[CH:52]=[CH:51][N:50]=2)[CH2:38][CH2:37]1.